The task is: Regression/Classification. Given a drug SMILES string, predict its toxicity properties. Task type varies by dataset: regression for continuous values (e.g., LD50, hERG inhibition percentage) or binary classification for toxic/non-toxic outcomes (e.g., AMES mutagenicity, cardiotoxicity, hepatotoxicity). Dataset: herg_karim.. This data is from hERG potassium channel inhibition data for cardiac toxicity prediction from Karim et al.. (1) The drug is CN1CCC(COCc2cc(C(F)(F)F)cc(Cl)n2)(c2ccc(Cl)cc2)CC1. The result is 0 (non-blocker). (2) The compound is Cc1c([C@@H](O)CN2CCC3(CC2)CCN(c2ccc(=O)n(C(F)F)n2)C3=O)ccc2c1COC2=O. The result is 0 (non-blocker). (3) The compound is CN(C)CCCn1nc(C2=C(c3cn(-c4cnc5ccccc5c4)c4ccccc34)C(=O)NC2=O)c2ccccc21. The result is 1 (blocker). (4) The compound is O=C1NC(=O)C(c2nn(CCCN3CCOCC3)c3ccccc23)=C1c1cn(-c2ccc3ccccc3c2)c2ccccc12. The result is 1 (blocker). (5) The compound is COCCCc1cc(CN(C(=O)C2CNCCC2c2cc(=O)n(C)c3cc(Cl)ccc23)C2CC2)cc(OCCOC)c1. The result is 1 (blocker). (6) The molecule is Cc1nc2ccncc2n1C1C[C@H]2CC[C@H](C1)N2CC[C@H](NC(=O)c1cc[n+]([O-])cc1)c1ccc(F)cc1. The result is 1 (blocker).